This data is from Forward reaction prediction with 1.9M reactions from USPTO patents (1976-2016). The task is: Predict the product of the given reaction. (1) Given the reactants C[O:2][C:3]([C:5]1[N:6]([CH2:10][C:11]2[CH:15]=[C:14]([C:16]3[S:17][C:18]([Cl:21])=[CH:19][CH:20]=3)[O:13][N:12]=2)[CH:7]=[N:8][CH:9]=1)=[O:4].O.[OH-].[Li+].Cl, predict the reaction product. The product is: [Cl:21][C:18]1[S:17][C:16]([C:14]2[O:13][N:12]=[C:11]([CH2:10][N:6]3[C:5]([C:3]([OH:4])=[O:2])=[CH:9][N:8]=[CH:7]3)[CH:15]=2)=[CH:20][CH:19]=1. (2) The product is: [CH:21]([C:20]1[CH:23]=[CH:24][CH:25]=[CH:26][C:19]=1[C:9]1[CH:10]=[CH:11][C:12]([C:15]#[N:16])=[N:13][CH:14]=1)=[O:22]. Given the reactants CC1(C)C(C)(C)OB([C:9]2[CH:10]=[CH:11][C:12]([C:15]#[N:16])=[N:13][CH:14]=2)O1.Br[C:19]1[CH:26]=[CH:25][CH:24]=[CH:23][C:20]=1[CH:21]=[O:22].C(#N)C.C(=O)([O-])[O-].[Na+].[Na+], predict the reaction product. (3) Given the reactants C(#N)C.C(=O)([O-])[O-].[K+].[K+].[Cl:10][C:11]1[S:15][C:14]([C:16]2[C:20](B3OC(C)(C)C(C)(C)O3)=[CH:19][N:18]([CH2:30][CH:31]([CH3:33])[CH3:32])[N:17]=2)=[CH:13][CH:12]=1.Br[C:35]1[C:44]2[C:39](=[CH:40][CH:41]=[CH:42][CH:43]=2)[N:38]=[CH:37][CH:36]=1, predict the reaction product. The product is: [Cl:10][C:11]1[S:15][C:14]([C:16]2[C:20]([C:35]3[C:44]4[C:39](=[CH:40][CH:41]=[CH:42][CH:43]=4)[N:38]=[CH:37][CH:36]=3)=[CH:19][N:18]([CH2:30][CH:31]([CH3:32])[CH3:33])[N:17]=2)=[CH:13][CH:12]=1.